Dataset: Reaction yield outcomes from USPTO patents with 853,638 reactions. Task: Predict the reaction yield, written as a fraction of the theoretical maximum amount of product (1.0 means a 100% yield; for example, 0.34 means a 34% yield). (1) The reactants are [CH3:1][C:2]1[C:6]2[C:7](=[O:18])[N:8]([CH2:11][CH2:12][N:13]3[CH2:17][CH2:16][CH2:15][CH2:14]3)[CH2:9][CH2:10][C:5]=2[NH:4][C:3]=1[CH:19]=O.[F:21][C:22]1[C:27]([F:28])=[CH:26][CH:25]=[CH:24][C:23]=1[C:29]1[CH:37]=[CH:36][CH:35]=[C:34]2[C:30]=1[CH2:31][C:32](=[O:38])[NH:33]2. No catalyst specified. The product is [F:21][C:22]1[C:27]([F:28])=[CH:26][CH:25]=[CH:24][C:23]=1[C:29]1[CH:37]=[CH:36][CH:35]=[C:34]2[C:30]=1[C:31](=[CH:19][C:3]1[NH:4][C:5]3[CH2:10][CH2:9][N:8]([CH2:11][CH2:12][N:13]4[CH2:14][CH2:15][CH2:16][CH2:17]4)[C:7](=[O:18])[C:6]=3[C:2]=1[CH3:1])[C:32](=[O:38])[NH:33]2. The yield is 0.333. (2) The reactants are [OH:1][C:2]1[CH:11]=[CH:10][C:5]([C:6]([NH:8][NH2:9])=[O:7])=[CH:4][CH:3]=1.[CH2:12]([C:14]1[S:18][C:17]([CH:19]=O)=[CH:16][CH:15]=1)[CH3:13]. The catalyst is C(O)(=O)C.CCO. The product is [CH2:12]([C:14]1[S:18][C:17]([CH:19]=[N:9][NH:8][C:6](=[O:7])[C:5]2[CH:10]=[CH:11][C:2]([OH:1])=[CH:3][CH:4]=2)=[CH:16][CH:15]=1)[CH3:13]. The yield is 0.960. (3) The reactants are [OH:1][CH2:2][C@@H:3]([N:5]([CH2:16][C:17]1[CH:22]=[CH:21][C:20]([O:23][CH3:24])=[CH:19][CH:18]=1)[C:6](=[O:15])[O:7][CH2:8][C:9]1[CH:14]=[CH:13][CH:12]=[CH:11][CH:10]=1)[CH3:4].C([O-])(O)=O.[Na+].[O-]Cl.[Na+].[O-]S([O-])(=S)=O.[Na+].[Na+]. The product is [CH3:24][O:23][C:20]1[CH:19]=[CH:18][C:17]([CH2:16][N:5]([C@@H:3]([CH3:4])[CH:2]=[O:1])[C:6](=[O:15])[O:7][CH2:8][C:9]2[CH:14]=[CH:13][CH:12]=[CH:11][CH:10]=2)=[CH:22][CH:21]=1. The catalyst is C(Cl)Cl.[K+].[Br-].CC1(C)N([O])C(C)(C)CCC1. The yield is 0.960.